From a dataset of Full USPTO retrosynthesis dataset with 1.9M reactions from patents (1976-2016). Predict the reactants needed to synthesize the given product. (1) Given the product [CH:8]1([N:13]2[C:17]3[N:18]=[C:19]([NH:22][C:28]4[CH:29]=[CH:30][C:31]([C:34]([N:36]5[CH2:37][CH2:38][CH:39]([N:42]([CH3:44])[CH3:43])[CH2:40][CH2:41]5)=[O:35])=[CH:32][N:33]=4)[N:20]=[CH:21][C:16]=3[C:15]3[CH:23]=[CH:24][N:25]=[CH:26][C:14]2=3)[CH2:9][CH2:10][CH2:11][CH2:12]1, predict the reactants needed to synthesize it. The reactants are: C(O)(C(F)(F)F)=O.[CH:8]1([N:13]2[C:17]3[N:18]=[C:19]([NH2:22])[N:20]=[CH:21][C:16]=3[C:15]3[CH:23]=[CH:24][N:25]=[CH:26][C:14]2=3)[CH2:12][CH2:11][CH2:10][CH2:9]1.Cl[C:28]1[N:33]=[CH:32][C:31]([C:34]([N:36]2[CH2:41][CH2:40][CH:39]([N:42]([CH3:44])[CH3:43])[CH2:38][CH2:37]2)=[O:35])=[CH:30][CH:29]=1. (2) Given the product [N+:1]([C:4]1[N:5]=[CH:6][C:7]([N:14]2[CH2:15][CH:12]([OH:11])[CH2:13]2)=[CH:8][CH:9]=1)([O-:3])=[O:2], predict the reactants needed to synthesize it. The reactants are: [N+:1]([C:4]1[CH:9]=[CH:8][C:7](Br)=[CH:6][N:5]=1)([O-:3])=[O:2].[OH:11][CH:12]1[CH2:15][NH:14][CH2:13]1.C(N(CC)C(C)C)(C)C.CN(C)C(=O)C. (3) Given the product [NH2:1][C:17]([C:4]1([CH3:3])[CH2:9][CH2:8][N:7]([C:10]([O:12][C:13]([CH3:16])([CH3:15])[CH3:14])=[O:11])[CH2:6][CH2:5]1)=[O:19], predict the reactants needed to synthesize it. The reactants are: [NH2-:1].[Na+].[CH3:3][C:4]1([C:17]([O:19]CC)=O)[CH2:9][CH2:8][N:7]([C:10]([O:12][C:13]([CH3:16])([CH3:15])[CH3:14])=[O:11])[CH2:6][CH2:5]1. (4) The reactants are: [CH2:1]([N:3]1[CH2:7][CH2:6][CH2:5][C@H:4]1[C:8](O)=[O:9])[CH3:2].FC1C=CC(C(C2C=CC(F)=CC=2)N2CCNCC2)=CC=1.C1(N)C(F)=C(F)C(F)=C(N)C=1F.[ClH:44].Cl. Given the product [ClH:44].[ClH:44].[CH2:1]([N:3]1[CH2:7][CH2:6][CH2:5][C@H:4]1[CH:8]=[O:9])[CH3:2], predict the reactants needed to synthesize it. (5) The reactants are: [CH3:1][O:2][C:3]([C:5]1[CH:13]=[C:12]2[C:8]([C:9]([CH:43]3[CH2:48][CH2:47][CH2:46][CH2:45][CH2:44]3)=[C:10]([C:18]3[CH:19]=[C:20]4[C:25](=[CH:26][CH:27]=3)[N:24]=[C:23]([C:28]3[CH:33]=[C:32]([O:34][CH3:35])[CH:31]=[CH:30][C:29]=3[C:36]3[CH:41]=[CH:40][C:39]([Cl:42])=[CH:38][CH:37]=3)[CH:22]=[CH:21]4)[N:11]2[CH2:14][C:15](O)=[O:16])=[CH:7][CH:6]=1)=[O:4].CN(C(ON1N=NC2C=CC=NC1=2)=[N+](C)C)C.F[P-](F)(F)(F)(F)F.CCN(C(C)C)C(C)C.[NH:82]1[CH2:87][CH2:86][O:85][CH2:84][CH2:83]1. Given the product [CH3:1][O:2][C:3]([C:5]1[CH:13]=[C:12]2[C:8]([C:9]([CH:43]3[CH2:48][CH2:47][CH2:46][CH2:45][CH2:44]3)=[C:10]([C:18]3[CH:19]=[C:20]4[C:25](=[CH:26][CH:27]=3)[N:24]=[C:23]([C:28]3[CH:33]=[C:32]([O:34][CH3:35])[CH:31]=[CH:30][C:29]=3[C:36]3[CH:37]=[CH:38][C:39]([Cl:42])=[CH:40][CH:41]=3)[CH:22]=[CH:21]4)[N:11]2[CH2:14][C:15]([N:82]2[CH2:87][CH2:86][O:85][CH2:84][CH2:83]2)=[O:16])=[CH:7][CH:6]=1)=[O:4], predict the reactants needed to synthesize it. (6) Given the product [Cl:1][C:2]1[CH:10]=[C:6]([C:7]([O:9][CH2:15][CH3:16])=[O:8])[C:5]([OH:11])=[CH:4][CH:3]=1, predict the reactants needed to synthesize it. The reactants are: [Cl:1][C:2]1[CH:10]=[C:6]([C:7]([OH:9])=[O:8])[C:5]([OH:11])=[CH:4][CH:3]=1.Cl.CN(C)[CH2:15][CH2:16]CN=C=N.O.ON1C2C=CC=CC=2N=N1.C(O)C. (7) Given the product [Cl:1][C:2]1[CH:3]=[C:4]2[C:9](=[CH:10][CH:11]=1)[NH:8][C:7](=[O:12])[NH:6][C@@:5]2([CH2:17][NH:18][C:19](=[O:27])[C:20]1[CH:21]=[CH:22][C:23]([F:26])=[CH:24][CH:25]=1)[C:13]([F:16])([F:14])[F:15], predict the reactants needed to synthesize it. The reactants are: [Cl:1][C:2]1[CH:3]=[C:4]2[C:9](=[CH:10][CH:11]=1)[NH:8][C:7](=[O:12])[NH:6][C:5]2([CH2:17][NH:18][C:19](=[O:27])[C:20]1[CH:25]=[CH:24][C:23]([F:26])=[CH:22][CH:21]=1)[C:13]([F:16])([F:15])[F:14].CCCCCC. (8) Given the product [Cl:16][C:14]1[CH:13]=[CH:12][CH:11]=[C:10]2[C:15]=1[C:7]([CH2:5][CH2:4][OH:3])=[CH:8][NH:9]2, predict the reactants needed to synthesize it. The reactants are: C([O:3][C:4](=O)[C:5]([C:7]1[C:15]2[C:10](=[CH:11][CH:12]=[CH:13][C:14]=2[Cl:16])[NH:9][CH:8]=1)=O)C.[H-].[H-].[H-].[H-].[Li+].[Al+3].O. (9) Given the product [CH3:25][O:24][C:18]1[CH:17]=[C:16]([CH:21]=[CH:20][C:19]=1[O:22][CH3:23])[C:15]([NH:14][C:10]1[CH:9]=[C:8]([C:3]2([CH2:2][NH:1][C:37]([C:30]3[C:31]4[C:36](=[CH:35][CH:34]=[CH:33][CH:32]=4)[N:28]([CH3:27])[N:29]=3)=[O:38])[CH2:4][CH2:5][CH2:6][CH2:7]2)[CH:13]=[CH:12][CH:11]=1)=[O:26], predict the reactants needed to synthesize it. The reactants are: [NH2:1][CH2:2][C:3]1([C:8]2[CH:9]=[C:10]([NH:14][C:15](=[O:26])[C:16]3[CH:21]=[CH:20][C:19]([O:22][CH3:23])=[C:18]([O:24][CH3:25])[CH:17]=3)[CH:11]=[CH:12][CH:13]=2)[CH2:7][CH2:6][CH2:5][CH2:4]1.[CH3:27][N:28]1[C:36]2[C:31](=[CH:32][CH:33]=[CH:34][CH:35]=2)[C:30]([C:37](O)=[O:38])=[N:29]1.C1C=CC2N(O)N=NC=2C=1.C(Cl)CCl. (10) The reactants are: [CH3:1][C:2]1[N:3]=[C:4]2[C:9]([O:10][CH2:11][CH2:12][CH:13]([CH3:15])[CH3:14])=[CH:8][C:7]([CH3:16])=[CH:6][N:5]2[C:17]=1[C:18]([OH:20])=O.CN(C(ON1N=NC2C=CC=CC1=2)=[N+](C)C)C.[B-](F)(F)(F)F.CN1CCOCC1.[NH2:50][C@H:51]([CH2:54][CH2:55][CH2:56][CH3:57])[CH2:52][OH:53]. Given the product [OH:53][CH2:52][C@H:51]([NH:50][C:18]([C:17]1[N:5]2[CH:6]=[C:7]([CH3:16])[CH:8]=[C:9]([O:10][CH2:11][CH2:12][CH:13]([CH3:14])[CH3:15])[C:4]2=[N:3][C:2]=1[CH3:1])=[O:20])[CH2:54][CH2:55][CH2:56][CH3:57], predict the reactants needed to synthesize it.